Dataset: Reaction yield outcomes from USPTO patents with 853,638 reactions. Task: Predict the reaction yield, written as a fraction of the theoretical maximum amount of product (1.0 means a 100% yield; for example, 0.34 means a 34% yield). (1) The reactants are [CH2:1]([O:8][C:9]([NH:11][C@@H:12]([CH2:20][C:21]1[CH:26]=[CH:25][C:24]([C:27]2[N:32]=[CH:31][C:30](Br)=[CH:29][N:28]=2)=[CH:23][CH:22]=1)[C:13]([O:15][C:16]([CH3:19])([CH3:18])[CH3:17])=[O:14])=[O:10])[C:2]1[CH:7]=[CH:6][CH:5]=[CH:4][CH:3]=1.[CH2:34]([O:41][C:42]1[CH:47]=[CH:46][C:45](B(O)O)=[CH:44][CH:43]=1)[CH2:35][CH2:36][CH2:37][CH2:38][CH2:39][CH3:40].C(=O)(O)[O-].[Na+].N#N. The catalyst is C(#N)C.C1COCC1.CC(=O)OCC.O. The product is [CH2:1]([O:8][C:9]([NH:11][C@@H:12]([CH2:20][C:21]1[CH:26]=[CH:25][C:24]([C:27]2[N:32]=[CH:31][C:30]([C:45]3[CH:46]=[CH:47][C:42]([O:41][CH2:34][CH2:35][CH2:36][CH2:37][CH2:38][CH2:39][CH3:40])=[CH:43][CH:44]=3)=[CH:29][N:28]=2)=[CH:23][CH:22]=1)[C:13]([O:15][C:16]([CH3:19])([CH3:18])[CH3:17])=[O:14])=[O:10])[C:2]1[CH:7]=[CH:6][CH:5]=[CH:4][CH:3]=1. The yield is 0.620. (2) The reactants are [C:1]1([C:7]([C:9]2[CH:21]=[CH:20][C:12]([C:13]([O:15][C:16]([CH3:19])([CH3:18])[CH3:17])=[O:14])=[CH:11][CH:10]=2)=[CH2:8])[CH:6]=[CH:5][CH:4]=[CH:3][CH:2]=1. The catalyst is [Pd].CO. The product is [C:1]1([CH:7]([C:9]2[CH:10]=[CH:11][C:12]([C:13]([O:15][C:16]([CH3:18])([CH3:17])[CH3:19])=[O:14])=[CH:20][CH:21]=2)[CH3:8])[CH:2]=[CH:3][CH:4]=[CH:5][CH:6]=1. The yield is 0.840. (3) The reactants are Cl[C:2]1[C:3]([NH2:9])=[N:4][CH:5]=[N:6][C:7]=1Cl.C(OC([N:17]1[CH2:20][C:19]2([CH2:23][CH:22]([NH2:24])[CH2:21]2)[CH2:18]1)=O)(C)(C)C.[O:25]([C:32]1[CH:37]=[CH:36][C:35](B(O)O)=[CH:34][CH:33]=1)[C:26]1[CH:31]=[CH:30][CH:29]=[CH:28][CH:27]=1.[Cl:41][CH2:42][CH2:43][S:44](Cl)(=[O:46])=[O:45]. No catalyst specified. The product is [Cl:41][CH2:42][CH2:43][S:44]([N:17]1[CH2:18][C:19]2([CH2:21][CH:22]([NH:24][C:7]3[C:2]([C:29]4[CH:30]=[CH:31][C:26]([O:25][C:32]5[CH:37]=[CH:36][CH:35]=[CH:34][CH:33]=5)=[CH:27][CH:28]=4)=[C:3]([NH2:9])[N:4]=[CH:5][N:6]=3)[CH2:23]2)[CH2:20]1)(=[O:46])=[O:45]. The yield is 0.112. (4) The reactants are C([O:3][C:4]([C:6]12[CH2:24][CH:23]1[CH:22]=[CH:21][CH2:20][CH2:19][CH2:18][CH2:17][CH2:16][N:15]([CH2:25][C:26]1[CH:31]=[CH:30][C:29]([O:32][CH3:33])=[CH:28][CH:27]=1)[C:14](=[O:34])[N:13]1[CH:9]([CH2:10][CH:11]([O:35][C:36]3[C:45]4[C:40](=[C:41]([CH3:48])[C:42]([O:46][CH3:47])=[CH:43][CH:44]=4)[N:39]=[C:38]([C:49]4[S:50][CH:51]=[C:52]([CH:54]([CH3:56])[CH3:55])[N:53]=4)[CH:37]=3)[CH2:12]1)[C:8](=[O:57])[NH:7]2)=[O:5])C.[Li+].[OH-].C(O)(=O)CC(CC(O)=O)(C(O)=O)O. The catalyst is C1COCC1.CO.O. The product is [CH:54]([C:52]1[N:53]=[C:49]([C:38]2[CH:37]=[C:36]([O:35][CH:11]3[CH2:10][CH:9]4[N:13]([C:14](=[O:34])[N:15]([CH2:25][C:26]5[CH:27]=[CH:28][C:29]([O:32][CH3:33])=[CH:30][CH:31]=5)[CH2:16][CH2:17][CH2:18][CH2:19][CH2:20][CH:21]=[CH:22][CH:23]5[C:6]([C:4]([OH:5])=[O:3])([NH:7][C:8]4=[O:57])[CH2:24]5)[CH2:12]3)[C:45]3[C:40](=[C:41]([CH3:48])[C:42]([O:46][CH3:47])=[CH:43][CH:44]=3)[N:39]=2)[S:50][CH:51]=1)([CH3:56])[CH3:55]. The yield is 0.600. (5) The reactants are Cl[C:2]1[C:11]2[C:6](=[CH:7][C:8]([O:14][CH2:15][CH2:16][N:17]3[CH2:22][CH2:21][N:20]([CH2:23][CH2:24][F:25])[CH2:19][CH2:18]3)=[C:9]([O:12][CH3:13])[CH:10]=2)[N:5]=[CH:4][N:3]=1.[OH:26][C:27]1[CH:28]=[C:29]2[C:33](=[N:34][CH:35]=1)[NH:32][CH:31]=[CH:30]2.C(=O)([O-])[O-].[K+].[K+]. The catalyst is CC(N(C)C)=O. The product is [NH:32]1[C:33]2[C:29](=[CH:28][C:27]([O:26][C:2]3[C:11]4[C:6](=[CH:7][C:8]([O:14][CH2:15][CH2:16][N:17]5[CH2:22][CH2:21][N:20]([CH2:23][CH2:24][F:25])[CH2:19][CH2:18]5)=[C:9]([O:12][CH3:13])[CH:10]=4)[N:5]=[CH:4][N:3]=3)=[CH:35][N:34]=2)[CH:30]=[CH:31]1. The yield is 0.560. (6) The reactants are Br[C:2]1[N:3]=[C:4]([NH:10][C:11]2[CH:16]=[CH:15][C:14]([CH:17]3[CH2:22][CH2:21][N:20]([CH:23]4[CH2:26][O:25][CH2:24]4)[CH2:19][CH2:18]3)=[CH:13][CH:12]=2)[C:5](=[O:9])[N:6]([CH3:8])[CH:7]=1.[C:27]([O:30][CH2:31][C:32]1[C:37](B2OC(C)(C)C(C)(C)O2)=[CH:36][CH:35]=[CH:34][C:33]=1[N:47]1[CH2:52][CH2:51][C:50]2[C:53]3[CH2:59][CH2:58][CH2:57][CH2:56][C:54]=3[S:55][C:49]=2[C:48]1=[O:60])(=[O:29])[CH3:28]. No catalyst specified. The product is [C:27]([O:30][CH2:31][C:32]1[C:33]([N:47]2[C:48](=[O:60])[C:49]3[S:55][C:54]4[CH2:56][CH2:57][CH2:58][CH2:59][C:53]=4[C:50]=3[CH2:51][CH2:52]2)=[CH:34][CH:35]=[CH:36][C:37]=1[C:2]1[N:3]=[C:4]([NH:10][C:11]2[CH:16]=[CH:15][C:14]([CH:17]3[CH2:22][CH2:21][N:20]([CH:23]4[CH2:24][O:25][CH2:26]4)[CH2:19][CH2:18]3)=[CH:13][CH:12]=2)[C:5](=[O:9])[N:6]([CH3:8])[CH:7]=1)(=[O:29])[CH3:28]. The yield is 0.680.